Dataset: Catalyst prediction with 721,799 reactions and 888 catalyst types from USPTO. Task: Predict which catalyst facilitates the given reaction. (1) Reactant: [CH3:1][CH2:2][O-:3].[Na+].C(C(CC)(C([O-])=O)C([O-])=O)C.[CH3:16][O:17][C:18]1[CH:23]=[CH:22][CH:21]=[CH:20][C:19]=1[CH:24]=[CH:25][C:26](=[O:28])[CH3:27]. Product: [CH3:16][O:17][C:18]1[CH:23]=[CH:22][CH:21]=[CH:20][C:19]=1[CH:24]1[CH2:1][C:2](=[O:3])[CH2:27][C:26](=[O:28])[CH2:25]1. The catalyst class is: 8. (2) Reactant: FC(F)(F)S(O[C:7]1[CH:8]=[CH:9][C:10]2[N:11]([N:13]=[CH:14][C:15]=2[C:16]2[CH:21]=[CH:20][N:19]=[C:18]([NH:22][CH:23]3[CH2:25][CH2:24]3)[N:17]=2)[N:12]=1)(=O)=O.CCN(C(C)C)C(C)C.[CH:37]1([NH2:42])[CH2:41][CH2:40][CH2:39][CH2:38]1.O. Product: [CH:37]1([NH:42][C:7]2[CH:8]=[CH:9][C:10]3[N:11]([N:13]=[CH:14][C:15]=3[C:16]3[CH:21]=[CH:20][N:19]=[C:18]([NH:22][CH:23]4[CH2:25][CH2:24]4)[N:17]=3)[N:12]=2)[CH2:41][CH2:40][CH2:39][CH2:38]1. The catalyst class is: 3. (3) Reactant: [CH3:1][O:2][C:3]1[CH:4]=[C:5]2[C:10](=[CH:11][C:12]=1[O:13][CH3:14])[N:9]=[CH:8][N:7]=[C:6]2[O:15][C:16]1[CH:22]=[CH:21][C:19]([NH2:20])=[CH:18][CH:17]=1.C1(C)C=CC=CC=1.C(N(CC)CC)C.Cl[C:38](Cl)([O:40]C(=O)OC(Cl)(Cl)Cl)Cl.[F:49][C:50]1[CH:58]=[CH:57][CH:56]=[CH:55][C:51]=1[CH:52]([OH:54])[CH3:53]. Product: [CH3:1][O:2][C:3]1[CH:4]=[C:5]2[C:10](=[CH:11][C:12]=1[O:13][CH3:14])[N:9]=[CH:8][N:7]=[C:6]2[O:15][C:16]1[CH:22]=[CH:21][C:19]([NH:20][C:38](=[O:40])[O:54][CH:52]([C:51]2[CH:55]=[CH:56][CH:57]=[CH:58][C:50]=2[F:49])[CH3:53])=[CH:18][CH:17]=1. The catalyst class is: 2. (4) Reactant: Cl.[C:2](SCC1C=CC=CC=1)(=[NH:4])[CH3:3].[NH2:13][C:14]1[CH:15]=[C:16]([CH:20]2[CH2:24][S:23][C:22]([NH2:25])=[N:21]2)[CH:17]=[CH:18][CH:19]=1.C(SCC1C=CC=CC=1)(=N)C. Product: [NH2:25][C:22]1[S:23][CH2:24][CH:20]([C:16]2[CH:15]=[C:14]([NH:13][C:2](=[NH:4])[CH3:3])[CH:19]=[CH:18][CH:17]=2)[N:21]=1. The catalyst class is: 40. (5) Reactant: [CH:1]([N:4]1[CH:8]=[C:7]([C:9]2[N:14]=[C:13]([C:15]3[CH:16]=[N:17][N:18](COCC[Si](C)(C)C)[CH:19]=3)[N:12]3[CH:28]=[CH:29][N:30]=[C:11]3[CH:10]=2)[CH:6]=[N:5]1)([CH3:3])[CH3:2].FC(F)(F)C(O)=O. Product: [CH:1]([N:4]1[CH:8]=[C:7]([C:9]2[N:14]=[C:13]([C:15]3[CH:16]=[N:17][NH:18][CH:19]=3)[N:12]3[CH:28]=[CH:29][N:30]=[C:11]3[CH:10]=2)[CH:6]=[N:5]1)([CH3:3])[CH3:2]. The catalyst class is: 2. (6) Reactant: [Br:1][C:2]1[CH:3]=[C:4]([CH:7]=[C:8]([F:10])[CH:9]=1)[CH:5]=O.[CH3:11][N:12]1[CH2:17][CH2:16][NH:15][CH2:14][CH2:13]1.CC(O)=O.[BH3-]C#N.[Na+]. Product: [Br:1][C:2]1[CH:3]=[C:4]([CH:7]=[C:8]([F:10])[CH:9]=1)[CH2:5][N:15]1[CH2:16][CH2:17][N:12]([CH3:11])[CH2:13][CH2:14]1. The catalyst class is: 5. (7) Reactant: Br[CH2:2][CH2:3][CH2:4]Br.[C:6]([C:8]1[CH:13]=[CH:12][C:11]([NH:14][C:15]([NH:17][C:18]2[CH:27]=[CH:26][C:21]([C:22]([NH:24][CH3:25])=[O:23])=[C:20]([F:28])[CH:19]=2)=[O:16])=[CH:10][C:9]=1[C:29]([F:32])([F:31])[F:30])#[N:7].C([O-])([O-])=O.[K+].[K+]. Product: [F:30][C:29]([F:31])([F:32])[C:9]1[CH:10]=[C:11]([N:14]2[CH2:4][CH2:3][CH2:2][N:17]([C:18]3[CH:27]=[CH:26][C:21]([C:22]([NH:24][CH3:25])=[O:23])=[C:20]([F:28])[CH:19]=3)[C:15]2=[O:16])[CH:12]=[CH:13][C:8]=1[C:6]#[N:7]. The catalyst class is: 3. (8) Reactant: [N:1]1([C:10]([O:12][CH2:13][C:14]2[CH:19]=[CH:18][CH:17]=[CH:16][CH:15]=2)=[O:11])[CH2:6][CH2:5][CH2:4][CH:3]([C:7]([O-])=O)[CH2:2]1.Cl.[CH3:21]N(C)CCCN=C=NCC.[C:32](=[O:35])([O-])[O-].[NH2:36][C:37]([NH2:39])=[NH2+:38].NC(N)=[NH2+]. Product: [NH2:38][C:37]1[N:39]=[C:7]([CH:3]2[CH2:4][CH2:5][CH2:6][N:1]([C:10]([O:12][CH2:13][C:14]3[CH:19]=[CH:18][CH:17]=[CH:16][CH:15]=3)=[O:11])[CH2:2]2)[CH:21]=[C:32]([OH:35])[N:36]=1. The catalyst class is: 119. (9) Reactant: [Cl-].[Al+3].[Cl-].[Cl-].[C:5]([C:9]1[CH:14]=[CH:13][C:12]([CH3:15])=[CH:11][C:10]=1[OH:16])([CH3:8])([CH3:7])[CH3:6].[CH:17](OCC)(OCC)[O:18]CC.Cl. Product: [C:5]([C:9]1[C:10]([OH:16])=[CH:11][C:12]([CH3:15])=[C:13]([CH:14]=1)[CH:17]=[O:18])([CH3:8])([CH3:7])[CH3:6]. The catalyst class is: 159.